This data is from Forward reaction prediction with 1.9M reactions from USPTO patents (1976-2016). The task is: Predict the product of the given reaction. (1) Given the reactants [Cl:1][C:2]1[CH:7]=[CH:6][C:5]([N+:8]([O-:10])=[O:9])=[C:4](F)[CH:3]=1.[NH:12]1[CH2:17][CH2:16][CH2:15][CH2:14][CH2:13]1.O, predict the reaction product. The product is: [Cl:1][C:2]1[CH:7]=[CH:6][C:5]([N+:8]([O-:10])=[O:9])=[C:4]([N:12]2[CH2:17][CH2:16][CH2:15][CH2:14][CH2:13]2)[CH:3]=1. (2) Given the reactants I[C:2]1[CH:3]=[C:4]([CH:15]=[CH:16][CH:17]=1)[O:5][CH:6]1[C:14]2[C:9](=[CH:10][CH:11]=[CH:12][CH:13]=2)[CH2:8][CH2:7]1.[Br-].[CH2:19]([O:21][C:22](=[O:27])[CH2:23][CH2:24][CH2:25][Zn+])[CH3:20].O1CCCC1, predict the reaction product. The product is: [CH:6]1([O:5][C:4]2[CH:3]=[C:2]([CH2:25][CH2:24][CH2:23][C:22]([O:21][CH2:19][CH3:20])=[O:27])[CH:17]=[CH:16][CH:15]=2)[C:14]2[C:9](=[CH:10][CH:11]=[CH:12][CH:13]=2)[CH2:8][CH2:7]1. (3) Given the reactants Br[C:2]1[S:6][C:5]([N:7]2[CH2:15][CH:14]3[CH2:16][N:10]4[CH2:11][CH:12]([CH2:17][CH:8]2[CH2:9]4)[CH2:13]3)=[N:4][CH:3]=1.[CH3:18][O:19][C:20]1[CH:25]=[CH:24][C:23]([O:26][CH3:27])=[CH:22][C:21]=1B(O)O, predict the reaction product. The product is: [CH3:18][O:19][C:20]1[CH:25]=[CH:24][C:23]([O:26][CH3:27])=[CH:22][C:21]=1[C:2]1[S:6][C:5]([N:7]2[CH2:15][CH:14]3[CH2:16][N:10]4[CH2:11][CH:12]([CH2:17][CH:8]2[CH2:9]4)[CH2:13]3)=[N:4][CH:3]=1. (4) Given the reactants Cl[C:2]1[CH:7]=[C:6]([C:8]([F:11])([F:10])[F:9])[CH:5]=[C:4]([Cl:12])[N:3]=1.[NH:13]1[CH2:18][CH2:17][O:16][CH2:15][CH2:14]1, predict the reaction product. The product is: [Cl:12][C:4]1[N:3]=[C:2]([N:13]2[CH2:18][CH2:17][O:16][CH2:15][CH2:14]2)[CH:7]=[C:6]([C:8]([F:11])([F:10])[F:9])[CH:5]=1. (5) Given the reactants [Cl:1][C:2]1[CH:7]=[CH:6][C:5]([N:8]2[C:12]([C:13]3[CH:18]=[CH:17][C:16]([Cl:19])=[CH:15][CH:14]=3)=[CH:11][C:10]([C:20]([O:22]CC)=[O:21])=[C:9]2[CH3:25])=[CH:4][CH:3]=1.[OH-].[Na+].Cl, predict the reaction product. The product is: [Cl:1][C:2]1[CH:3]=[CH:4][C:5]([N:8]2[C:12]([C:13]3[CH:18]=[CH:17][C:16]([Cl:19])=[CH:15][CH:14]=3)=[CH:11][C:10]([C:20]([OH:22])=[O:21])=[C:9]2[CH3:25])=[CH:6][CH:7]=1.